Dataset: Forward reaction prediction with 1.9M reactions from USPTO patents (1976-2016). Task: Predict the product of the given reaction. (1) The product is: [CH3:1][O:2][C:3]([C@@H:5]1[C@@H:10]([O:11][C:12](=[O:14])[CH3:13])[C@H:9]([O:15][C:16](=[O:18])[CH3:17])[C@@H:8]([O:19][C:20](=[O:22])[CH3:21])[C@H:7]([O:24][C:25]2[CH:32]=[CH:31][C:28]([CH:29]=[O:30])=[CH:27][CH:26]=2)[O:6]1)=[O:4]. Given the reactants [CH3:1][O:2][C:3]([C@@H:5]1[C@@H:10]([O:11][C:12](=[O:14])[CH3:13])[C@H:9]([O:15][C:16](=[O:18])[CH3:17])[C@@H:8]([O:19][C:20](=[O:22])[CH3:21])[C@H:7](Br)[O:6]1)=[O:4].[OH:24][C:25]1[CH:32]=[CH:31][C:28]([CH:29]=[O:30])=[CH:27][CH:26]=1, predict the reaction product. (2) Given the reactants [Br:1][C:2]1[CH:3]=[C:4]([Cl:13])[C:5]2[O:9][CH:8]([CH:10]=O)[CH2:7][C:6]=2[CH:12]=1.[C:14]([CH:19]=P(C1C=CC=CC=1)(C1C=CC=CC=1)C1C=CC=CC=1)([O:16][CH2:17][CH3:18])=[O:15].O, predict the reaction product. The product is: [Br:1][C:2]1[CH:3]=[C:4]([Cl:13])[C:5]2[O:9][CH:8](/[CH:10]=[CH:19]/[C:14]([O:16][CH2:17][CH3:18])=[O:15])[CH2:7][C:6]=2[CH:12]=1. (3) The product is: [CH3:1][O:2][C:3]([C:5]1[N:9]2[CH:10]=[CH:11][N:12]=[C:13]([C:21]3[CH:20]=[CH:19][C:18]([Cl:17])=[CH:23][C:22]=3[Cl:24])[C:8]2=[N:7][C:6]=1[CH2:15][CH3:16])=[O:4]. Given the reactants [CH3:1][O:2][C:3]([C:5]1[N:9]2[CH:10]=[CH:11][N:12]=[C:13](Cl)[C:8]2=[N:7][C:6]=1[CH2:15][CH3:16])=[O:4].[Cl:17][C:18]1[CH:23]=[C:22]([Cl:24])[CH:21]=[CH:20][C:19]=1B(O)O, predict the reaction product. (4) Given the reactants CN(C(ON1N=NC2C=CC=NC1=2)=[N+](C)C)C.F[P-](F)(F)(F)(F)F.[C:25]([C:29]1[CH:30]=[C:31]([C:70](=[O:72])[NH2:71])[C:32]([O:68][CH3:69])=[C:33]([NH:35][C:36](=[O:67])[NH:37][C:38]2[C:47]3[C:42](=[CH:43][CH:44]=[CH:45][CH:46]=3)[C:41]([O:48][C:49]3[CH:54]=[CH:53][N:52]=[C:51]([NH:55][C:56]4[CH:64]=[CH:63][C:59]([C:60](O)=[O:61])=[C:58]([O:65][CH3:66])[CH:57]=4)[CH:50]=3)=[CH:40][CH:39]=2)[CH:34]=1)([CH3:28])([CH3:27])[CH3:26].[O:73]1[CH2:78][CH2:77][N:76]([CH2:79][CH2:80][NH2:81])[CH2:75][CH2:74]1.CCN(C(C)C)C(C)C, predict the reaction product. The product is: [C:25]([C:29]1[CH:30]=[C:31]([C:70](=[O:72])[NH2:71])[C:32]([O:68][CH3:69])=[C:33]([NH:35][C:36](=[O:67])[NH:37][C:38]2[C:47]3[C:42](=[CH:43][CH:44]=[CH:45][CH:46]=3)[C:41]([O:48][C:49]3[CH:54]=[CH:53][N:52]=[C:51]([NH:55][C:56]4[CH:64]=[CH:63][C:59]([C:60]([NH:81][CH2:80][CH2:79][N:76]5[CH2:77][CH2:78][O:73][CH2:74][CH2:75]5)=[O:61])=[C:58]([O:65][CH3:66])[CH:57]=4)[CH:50]=3)=[CH:40][CH:39]=2)[CH:34]=1)([CH3:28])([CH3:26])[CH3:27]. (5) Given the reactants [CH3:1][O:2][C:3]1[CH:4]=[C:5]2[C:10](=[CH:11][C:12]=1[O:13][CH3:14])[N:9]=[CH:8][CH:7]=[C:6]2[O:15][C:16]1[CH:26]=[CH:25][C:19]([O:20][CH2:21][C:22](O)=[O:23])=[CH:18][CH:17]=1.CCN=C=NCCCN(C)C.Cl.C1C=CC2N(O)N=NC=2C=1.[NH2:49][C:50]1[CH:55]=[CH:54][C:53]([CH3:56])=[CH:52][CH:51]=1.C(=O)([O-])O.[Na+], predict the reaction product. The product is: [CH3:56][C:53]1[CH:54]=[CH:55][C:50]([NH:49][C:22](=[O:23])[CH2:21][O:20][C:19]2[CH:25]=[CH:26][C:16]([O:15][C:6]3[C:5]4[C:10](=[CH:11][C:12]([O:13][CH3:14])=[C:3]([O:2][CH3:1])[CH:4]=4)[N:9]=[CH:8][CH:7]=3)=[CH:17][CH:18]=2)=[CH:51][CH:52]=1. (6) The product is: [CH2:29]([O:28][CH2:27][C:3]1([C:1]#[N:2])[CH2:8][CH2:7][N:6]([C:9]([O:11][C:12]([CH3:15])([CH3:14])[CH3:13])=[O:10])[CH2:5][CH2:4]1)[C:30]1[CH:35]=[CH:34][CH:33]=[CH:32][CH:31]=1. Given the reactants [C:1]([CH:3]1[CH2:8][CH2:7][N:6]([C:9]([O:11][C:12]([CH3:15])([CH3:14])[CH3:13])=[O:10])[CH2:5][CH2:4]1)#[N:2].C[Si]([N-][Si](C)(C)C)(C)C.[K+].Cl[CH2:27][O:28][CH2:29][C:30]1[CH:35]=[CH:34][CH:33]=[CH:32][CH:31]=1.O, predict the reaction product. (7) Given the reactants [F:1][C:2]1[C:7]([O:8][C:9]2[CH:14]=[CH:13][CH:12]=[CH:11][CH:10]=2)=[C:6]([CH:15]=[CH2:16])[CH:5]=[CH:4][C:3]=1[CH:17]([NH:25]S(C(C)(C)C)=O)[CH2:18][C:19]1[CH:24]=[CH:23][N:22]=[CH:21][CH:20]=1.Cl, predict the reaction product. The product is: [F:1][C:2]1[C:7]([O:8][C:9]2[CH:14]=[CH:13][CH:12]=[CH:11][CH:10]=2)=[C:6]([CH:15]=[CH2:16])[CH:5]=[CH:4][C:3]=1[CH:17]([NH2:25])[CH2:18][C:19]1[CH:24]=[CH:23][N:22]=[CH:21][CH:20]=1. (8) Given the reactants [O:1]=[C:2]([NH:14][C:15]1[CH:16]=[CH:17][CH:18]=[C:19]2[C:24]=1[N:23]=[CH:22][CH:21]=[CH:20]2)[CH2:3][C:4]1[CH:13]=[CH:12][C:7]([C:8]([O:10]C)=[O:9])=[CH:6][CH:5]=1.O[Li].O.C(OCC)(=O)C, predict the reaction product. The product is: [O:1]=[C:2]([NH:14][C:15]1[CH:16]=[CH:17][CH:18]=[C:19]2[C:24]=1[N:23]=[CH:22][CH:21]=[CH:20]2)[CH2:3][C:4]1[CH:13]=[CH:12][C:7]([C:8]([OH:10])=[O:9])=[CH:6][CH:5]=1. (9) Given the reactants CS([O:5][CH2:6][CH2:7][N:8]1[C:12]2[CH:13]=[CH:14][C:15]([C:17]([F:20])([F:19])[F:18])=[CH:16][C:11]=2[N:10]=[C:9]1[C:21]([F:24])([F:23])[F:22])(=O)=O.[CH2:25]([O:27][CH:28]([CH2:34][C:35]1[CH:40]=[CH:39][C:38](O)=[CH:37][CH:36]=1)[C:29]([O:31][CH2:32]C)=[O:30])[CH3:26].C([O-])([O-])=O.[K+].[K+].O, predict the reaction product. The product is: [F:22][C:21]([F:24])([F:23])[C:9]1[N:8]([CH2:7][CH2:6][O:5][C:38]2[CH:37]=[CH:36][C:35]([CH2:34][CH:28]([O:27][CH2:25][CH3:26])[C:29]([O:31][CH3:32])=[O:30])=[CH:40][CH:39]=2)[C:12]2[CH:13]=[CH:14][C:15]([C:17]([F:20])([F:19])[F:18])=[CH:16][C:11]=2[N:10]=1. (10) Given the reactants C(N(CC)CC)C.Br[C:9]1[CH:14]=[CH:13][C:12]([Br:15])=[CH:11][N:10]=1.[CH3:16][Si:17]([C:20]#[CH:21])([CH3:19])[CH3:18], predict the reaction product. The product is: [Br:15][C:12]1[CH:13]=[CH:14][C:9]([C:21]#[C:20][Si:17]([CH3:19])([CH3:18])[CH3:16])=[N:10][CH:11]=1.